This data is from Forward reaction prediction with 1.9M reactions from USPTO patents (1976-2016). The task is: Predict the product of the given reaction. (1) Given the reactants CO[C:3](=[O:12])[C:4]1[CH:9]=[CH:8][CH:7]=[CH:6][C:5]=1[CH2:10]Br.[F:13][C:14]([F:27])([F:26])[O:15][C:16]1[CH:17]=[C:18]([CH2:22][CH2:23][CH2:24][NH2:25])[CH:19]=[CH:20][CH:21]=1.C([O-])([O-])=O.[K+].[K+].C(OCC)(=O)C, predict the reaction product. The product is: [F:13][C:14]([F:26])([F:27])[O:15][C:16]1[CH:17]=[C:18]([CH2:22][CH2:23][CH2:24][N:25]2[CH2:10][C:5]3[C:4](=[CH:9][CH:8]=[CH:7][CH:6]=3)[C:3]2=[O:12])[CH:19]=[CH:20][CH:21]=1. (2) Given the reactants C([O:3][C:4](=O)[C:5]1[CH:10]=[C:9]([N+:11]([O-])=O)[C:8]([S:14][CH2:15][C:16](OCC)=[O:17])=[CH:7][C:6]=1[F:21])C.C(OC(=O)C1C=C([N+]([O-])=O)C(F)=CC=1F)C.CCN(CC)CC.SCC(OCC)=O, predict the reaction product. The product is: [F:21][C:6]1[C:5]([CH:4]=[O:3])=[CH:10][C:9]2[NH:11][C:16](=[O:17])[CH2:15][S:14][C:8]=2[CH:7]=1. (3) Given the reactants [CH3:1][O:2][C:3]([C:5]1[CH:14]=[C:13]([O:15][CH2:16][C:17]([OH:19])=O)[C:12]2[C:7](=[CH:8][C:9]([CH3:20])=[CH:10][CH:11]=2)[N:6]=1)=[O:4].FC1C(O)=C(F)C(F)=C(F)C=1F.[OH:33][C@@H:34]1[CH2:38][CH2:37][NH:36][CH2:35]1.C(N1CCOCC1)C, predict the reaction product. The product is: [CH3:1][O:2][C:3]([C:5]1[CH:14]=[C:13]([O:15][CH2:16][C:17]([N:36]2[CH2:37][CH2:38][C@@H:34]([OH:33])[CH2:35]2)=[O:19])[C:12]2[C:7](=[CH:8][C:9]([CH3:20])=[CH:10][CH:11]=2)[N:6]=1)=[O:4].